Predict which catalyst facilitates the given reaction. From a dataset of Catalyst prediction with 721,799 reactions and 888 catalyst types from USPTO. (1) Reactant: FC(F)(F)S(O)(=O)=O.[CH2:9]1[CH2:19][CH2:18]N2[C:12](=NCCC2)[CH2:11][CH2:10]1.[CH2:20]([OH:26])[CH2:21][CH2:22][CH2:23][CH2:24][CH3:25].[CH3:27][Si:28]([CH3:35])([OH:34])[O:29][Si:30]([CH3:33])([CH3:32])O. Product: [CH2:20]([O:26][Si:30]([CH3:33])([CH3:32])[O:29][Si:28]([O:34][CH2:18][CH2:19][CH2:9][CH2:10][CH2:11][CH3:12])([CH3:35])[CH3:27])[CH2:21][CH2:22][CH2:23][CH2:24][CH3:25]. The catalyst class is: 11. (2) Reactant: [F:1][C:2]1[CH:7]=[CH:6][C:5]([C@H:8]([CH2:18][C:19]([N:21]2[CH2:26][CH2:25][O:24][CH2:23][CH2:22]2)=[O:20])[C:9]([NH:11][C@H:12]([CH:16]=O)[CH:13]([CH3:15])[CH3:14])=[O:10])=[CH:4][CH:3]=1.[NH2:27][C:28]1[CH:29]=[CH:30][C:31]([O:34][CH3:35])=[N:32][CH:33]=1.C(O)(=O)C.C([BH3-])#N.[Na+]. Product: [F:1][C:2]1[CH:7]=[CH:6][C:5]([C@H:8]([CH2:18][C:19]([N:21]2[CH2:26][CH2:25][O:24][CH2:23][CH2:22]2)=[O:20])[C:9]([NH:11][C@H:12]([CH2:16][NH:27][C:28]2[CH:33]=[N:32][C:31]([O:34][CH3:35])=[CH:30][CH:29]=2)[CH:13]([CH3:14])[CH3:15])=[O:10])=[CH:4][CH:3]=1. The catalyst class is: 5.